This data is from Full USPTO retrosynthesis dataset with 1.9M reactions from patents (1976-2016). The task is: Predict the reactants needed to synthesize the given product. (1) Given the product [C:21]([O:20][C:18]([N:5]([CH2:1][CH:2]([CH3:4])[CH3:3])[CH2:14][C:15]([OH:17])=[O:16])=[O:19])([CH3:24])([CH3:23])[CH3:22], predict the reactants needed to synthesize it. The reactants are: [CH2:1]([NH2:5])[CH:2]([CH3:4])[CH3:3].C(N(CC)CC)C.Br[CH2:14][C:15]([OH:17])=[O:16].[C:18](O[C:18]([O:20][C:21]([CH3:24])([CH3:23])[CH3:22])=[O:19])([O:20][C:21]([CH3:24])([CH3:23])[CH3:22])=[O:19].[OH-].[Na+]. (2) Given the product [CH2:23]([C:22]([C:19]1[CH:20]=[CH:21][C:16]([C:9]2[C:10]([OH:15])=[C:11]([O:13][CH3:14])[CH:12]=[C:7]([CH2:6][C:5]([OH:43])=[O:4])[CH:8]=2)=[C:17]([CH3:42])[CH:18]=1)([C:25]1[CH:30]=[CH:29][C:28](/[CH:31]=[CH:32]/[C:33]([CH2:34][CH3:35])([OH:36])[CH2:37][CH3:38])=[C:27]([CH3:39])[CH:26]=1)[CH2:40][CH3:41])[CH3:24], predict the reactants needed to synthesize it. The reactants are: [OH-].[Na+].C[O:4][C:5](=[O:43])[CH2:6][C:7]1[CH:8]=[C:9]([C:16]2[CH:21]=[CH:20][C:19]([C:22]([CH2:40][CH3:41])([C:25]3[CH:30]=[CH:29][C:28](/[CH:31]=[CH:32]/[C:33]([CH2:37][CH3:38])([OH:36])[CH2:34][CH3:35])=[C:27]([CH3:39])[CH:26]=3)[CH2:23][CH3:24])=[CH:18][C:17]=2[CH3:42])[C:10]([OH:15])=[C:11]([O:13][CH3:14])[CH:12]=1.[Cl-].[NH4+].